From a dataset of Reaction yield outcomes from USPTO patents with 853,638 reactions. Predict the reaction yield, written as a fraction of the theoretical maximum amount of product (1.0 means a 100% yield; for example, 0.34 means a 34% yield). (1) The reactants are [N:1]([O-])=O.[Na+].[F:5][C:6]1[C:12]([F:13])=[C:11]([N:14]2[CH2:19][CH2:18][O:17][CH2:16][CH2:15]2)[CH:10]=[CH:9][C:7]=1[NH2:8].Cl.[CH3:21][O:22][CH2:23][C:24](=[O:30])[CH2:25][C:26]([O:28][CH3:29])=[O:27].CC([O-])=O.[Na+].[OH-].[Na+]. The catalyst is O.CO. The product is [F:5][C:6]1[C:12]([F:13])=[C:11]([N:14]2[CH2:15][CH2:16][O:17][CH2:18][CH2:19]2)[CH:10]=[CH:9][C:7]=1[NH:8][N:1]=[C:25]([C:24](=[O:30])[CH2:23][O:22][CH3:21])[C:26]([O:28][CH3:29])=[O:27]. The yield is 0.310. (2) The reactants are CC(C)([O-])C.[K+].[C:7]([CH2:9]P(=O)(OCC)OCC)#[N:8].O=[C:19]1[CH2:22][CH:21]([C:23]([O:25][CH3:26])=[O:24])[CH2:20]1. The catalyst is O1CCCC1. The product is [C:7]([CH:9]=[C:19]1[CH2:22][CH:21]([C:23]([O:25][CH3:26])=[O:24])[CH2:20]1)#[N:8]. The yield is 0.811. (3) The reactants are [F:1][C:2]1[CH:3]=[C:4]([C:29]2[C:30]([C:35]#[N:36])=[CH:31][CH:32]=[CH:33][CH:34]=2)[CH:5]=[CH:6][C:7]=1[CH2:8][C:9]1[C:10](=[O:28])[N:11]([CH:21]2[CH2:26][CH2:25][C:24](=[O:27])[CH2:23][CH2:22]2)[C:12]2[N:13]([N:18]=[CH:19][N:20]=2)[C:14]=1[CH2:15][CH2:16][CH3:17].[O:37]1[CH2:41][CH:40](O)[CH:39]([OH:43])[CH2:38]1. The catalyst is O.C1(C)C=CC(S(O)(=O)=O)=CC=1.C1(C)C=CC=CC=1. The product is [F:1][C:2]1[CH:3]=[C:4]([C:29]2[C:30]([C:35]#[N:36])=[CH:31][CH:32]=[CH:33][CH:34]=2)[CH:5]=[CH:6][C:7]=1[CH2:8][C:9]1[C:10](=[O:28])[N:11]([CH:21]2[CH2:22][CH2:23][C:24]3([O:43][C@H:39]4[CH2:38][O:37][CH2:41][C@H:40]4[O:27]3)[CH2:25][CH2:26]2)[C:12]2[N:13]([N:18]=[CH:19][N:20]=2)[C:14]=1[CH2:15][CH2:16][CH3:17]. The yield is 1.00.